This data is from Full USPTO retrosynthesis dataset with 1.9M reactions from patents (1976-2016). The task is: Predict the reactants needed to synthesize the given product. (1) Given the product [ClH:1].[Cl:1][C:2]1[CH:3]=[N:4][N:5]([CH2:7][Cl:11])[CH:6]=1, predict the reactants needed to synthesize it. The reactants are: [Cl:1][C:2]1[CH:3]=[N:4][N:5]([CH2:7]O)[CH:6]=1.S(Cl)([Cl:11])=O. (2) Given the product [C:31]([C:30]1[CH:16]([CH2:15][CH2:14][CH:8]2[CH2:7][CH2:6][C:5]3[C:10](=[CH:11][CH:12]=[C:3]([O:2][CH3:1])[CH:4]=3)[C:9]2=[O:13])[CH:17]=[CH:18][N:28]([CH2:27][C:22]2[CH:23]=[CH:24][CH:25]=[CH:26][C:21]=2[Cl:20])[CH:29]=1)(=[O:33])[CH3:32], predict the reactants needed to synthesize it. The reactants are: [CH3:1][O:2][C:3]1[CH:4]=[C:5]2[C:10](=[CH:11][CH:12]=1)[C:9](=[O:13])[CH:8]([CH2:14][CH2:15]/[CH:16]=[CH:17]/[CH:18]=O)[CH2:7][CH2:6]2.[Cl:20][C:21]1[CH:26]=[CH:25][CH:24]=[CH:23][C:22]=1[CH2:27][NH:28][CH:29]=[CH:30][C:31](=[O:33])[CH3:32]. (3) The reactants are: C([O:3][C:4]([C@@H:6]1[CH2:10][S:9][C:8]([C:11]2[CH:16]=[CH:15][C:14]([O:17][CH3:18])=[CH:13][C:12]=2[O:19][CH3:20])=[N:7]1)=[O:5])C.[OH-].[Na+]. Given the product [CH3:20][O:19][C:12]1[CH:13]=[C:14]([O:17][CH3:18])[CH:15]=[CH:16][C:11]=1[C:8]1[S:9][CH2:10][C@@H:6]([C:4]([OH:5])=[O:3])[N:7]=1, predict the reactants needed to synthesize it. (4) Given the product [Br:1][C:2]1[CH:7]=[CH:6][CH:5]=[C:4]([N+:8]([O-:10])=[O:9])[C:3]=1[NH2:12], predict the reactants needed to synthesize it. The reactants are: [Br:1][C:2]1[CH:7]=[CH:6][CH:5]=[C:4]([N+:8]([O-:10])=[O:9])[C:3]=1F.[NH3:12]. (5) Given the product [CH2:1]([O:3][C:4]([C:6]1[CH:7]=[N:8][C:9]2[C:14]([C:15]=1[NH:33][C:31]1[C:30]([CH3:34])=[N:29][N:28]([CH3:27])[CH:32]=1)=[N:13][C:12]([C:17]1[CH:22]=[CH:21][C:20]([O:23][CH3:24])=[C:19]([O:25][CH3:26])[CH:18]=1)=[CH:11][CH:10]=2)=[O:5])[CH3:2], predict the reactants needed to synthesize it. The reactants are: [CH2:1]([O:3][C:4]([C:6]1[CH:7]=[N:8][C:9]2[C:14]([C:15]=1Cl)=[N:13][C:12]([C:17]1[CH:22]=[CH:21][C:20]([O:23][CH3:24])=[C:19]([O:25][CH3:26])[CH:18]=1)=[CH:11][CH:10]=2)=[O:5])[CH3:2].[CH3:27][N:28]1[CH:32]=[C:31]([NH2:33])[C:30]([CH3:34])=[N:29]1.Cl.CN1C(C)(C)C=CCC1(C)C. (6) Given the product [F:29][CH:27]([F:28])[O:26][C:23]1[N:24]=[CH:25][C:20]([CH2:19][N:16]2[CH:11]([C:4]3[C:5]([O:9][CH3:10])=[CH:6][CH:7]=[CH:8][C:3]=3[O:2][CH3:1])[CH2:12][CH2:13][CH2:14][C:15]2=[O:17])=[CH:21][CH:22]=1, predict the reactants needed to synthesize it. The reactants are: [CH3:1][O:2][C:3]1[CH:8]=[CH:7][CH:6]=[C:5]([O:9][CH3:10])[C:4]=1[CH:11]1[NH:16][C:15](=[O:17])[CH2:14][CH2:13][CH2:12]1.Br[CH2:19][C:20]1[CH:21]=[CH:22][C:23]([O:26][CH:27]([F:29])[F:28])=[N:24][CH:25]=1.